Dataset: NCI-60 drug combinations with 297,098 pairs across 59 cell lines. Task: Regression. Given two drug SMILES strings and cell line genomic features, predict the synergy score measuring deviation from expected non-interaction effect. Drug 1: C1=CC(=CC=C1CC(C(=O)O)N)N(CCCl)CCCl.Cl. Drug 2: COC1=NC(=NC2=C1N=CN2C3C(C(C(O3)CO)O)O)N. Cell line: SK-MEL-2. Synergy scores: CSS=2.02, Synergy_ZIP=3.58, Synergy_Bliss=5.76, Synergy_Loewe=-1.16, Synergy_HSA=-0.244.